Dataset: Catalyst prediction with 721,799 reactions and 888 catalyst types from USPTO. Task: Predict which catalyst facilitates the given reaction. (1) Reactant: [CH:1]1([CH2:6][C@H:7]([CH2:18][C:19]([O:21][C:22]([CH3:25])([CH3:24])[CH3:23])=[O:20])[C:8]([N:10]2[CH:14]([C:15](O)=[O:16])[CH2:13][CH:12]=[N:11]2)=[O:9])[CH2:5][CH2:4][CH2:3][CH2:2]1.CCN(C(C)C)C(C)C.C(Cl)CCl.[NH:39]1[CH2:44][CH2:43][O:42][CH2:41][CH2:40]1. Product: [CH:1]1([CH2:6][C@@H:7]([C:8]([N:10]2[CH:14]([C:15]([N:39]3[CH2:44][CH2:43][O:42][CH2:41][CH2:40]3)=[O:16])[CH2:13][CH:12]=[N:11]2)=[O:9])[CH2:18][C:19]([O:21][C:22]([CH3:24])([CH3:25])[CH3:23])=[O:20])[CH2:5][CH2:4][CH2:3][CH2:2]1. The catalyst class is: 4. (2) Reactant: [C:1]([O:5][C:6](=[O:29])[C:7]([O:10]/[N:11]=[C:12](/[C:16]1[N:17]=[C:18]([NH:21][C:22]([O:24][C:25]([CH3:28])([CH3:27])[CH3:26])=[O:23])[S:19][CH:20]=1)\[C:13]([OH:15])=[O:14])([CH3:9])[CH3:8])([CH3:4])([CH3:3])[CH3:2].C1C(=O)N([Cl:37])C(=O)C1. Product: [C:1]([O:5][C:6](=[O:29])[C:7]([O:10]/[N:11]=[C:12](/[C:16]1[N:17]=[C:18]([NH:21][C:22]([O:24][C:25]([CH3:28])([CH3:27])[CH3:26])=[O:23])[S:19][C:20]=1[Cl:37])\[C:13]([OH:15])=[O:14])([CH3:9])[CH3:8])([CH3:2])([CH3:3])[CH3:4]. The catalyst class is: 9. (3) Reactant: [Si:1]([O:8][C@@H:9]1[C@H:13]([CH2:14][O:15][Si](C(C)(C)C)(C)C)[CH2:12][C@@H:11]([N:23]2[C:27]3[N:28]=[CH:29][N:30]=[C:31]([NH:32][C@@H:33]4[C:41]5[C:36](=[CH:37][CH:38]=[CH:39][CH:40]=5)[CH2:35][CH2:34]4)[C:26]=3[CH:25]=[CH:24]2)[CH2:10]1)([C:4]([CH3:7])([CH3:6])[CH3:5])([CH3:3])[CH3:2].O.C(O)(=O)C. Product: [Si:1]([O:8][C@H:9]1[CH2:10][C@H:11]([N:23]2[C:27]3[N:28]=[CH:29][N:30]=[C:31]([NH:32][C@@H:33]4[C:41]5[C:36](=[CH:37][CH:38]=[CH:39][CH:40]=5)[CH2:35][CH2:34]4)[C:26]=3[CH:25]=[CH:24]2)[CH2:12][C@H:13]1[CH2:14][OH:15])([C:4]([CH3:7])([CH3:6])[CH3:5])([CH3:3])[CH3:2]. The catalyst class is: 7. (4) Reactant: [OH:1][C:2]1[CH:3]=[C:4]([CH:9]=[C:10]([OH:12])[CH:11]=1)[C:5]([O:7][CH3:8])=[O:6].[C:13](=O)([O-])[O-].[K+].[K+].IC. Product: [OH:1][C:2]1[CH:3]=[C:4]([CH:9]=[C:10]([O:12][CH3:13])[CH:11]=1)[C:5]([O:7][CH3:8])=[O:6]. The catalyst class is: 21. (5) Reactant: [OH:1][B:2]1[C:6]2[CH:7]=[C:8]([OH:12])[CH:9]=[C:10]([CH3:11])[C:5]=2[CH:4]([CH2:13][C:14]([O:16][CH2:17][CH3:18])=[O:15])[O:3]1.[Cl:19][C:20]1[CH:25]=[CH:24][N:23]=[C:22]([N+]([O-])=O)[CH:21]=1.C(=O)([O-])[O-].[Cs+].[Cs+]. Product: [Cl:19][C:20]1[CH:25]=[CH:24][N:23]=[C:22]([O:12][C:8]2[CH:9]=[C:10]([CH3:11])[C:5]3[CH:4]([CH2:13][C:14]([O:16][CH2:17][CH3:18])=[O:15])[O:3][B:2]([OH:1])[C:6]=3[CH:7]=2)[CH:21]=1. The catalyst class is: 3.